This data is from Catalyst prediction with 721,799 reactions and 888 catalyst types from USPTO. The task is: Predict which catalyst facilitates the given reaction. Reactant: [Br:1][C:2]1[CH:22]=[CH:21][C:5]([O:6][C@H:7]2[CH2:12][CH2:11][N:10](C(OC(C)(C)C)=O)[CH2:9][C@H:8]2[F:20])=[C:4]([C:23]#[N:24])[CH:3]=1.FC(F)(F)C(O)=O. Product: [Br:1][C:2]1[CH:22]=[CH:21][C:5]([O:6][C@H:7]2[CH2:12][CH2:11][NH:10][CH2:9][C@H:8]2[F:20])=[C:4]([CH:3]=1)[C:23]#[N:24]. The catalyst class is: 4.